From a dataset of Full USPTO retrosynthesis dataset with 1.9M reactions from patents (1976-2016). Predict the reactants needed to synthesize the given product. (1) Given the product [NH:7]1[C:1]2[C:6](=[CH:5][CH:4]=[CH:3][CH:2]=2)[C:11]2([CH2:14][CH2:13][CH2:12]2)[C:9]1=[O:10], predict the reactants needed to synthesize it. The reactants are: [C:1]1([N:7]([C:9]([CH:11]2[CH2:14][CH2:13][CH2:12]2)=[O:10])N)[CH:6]=[CH:5][CH:4]=[CH:3][CH:2]=1.[H-].[Ca+2].[H-].[H][H].Cl.[OH-].[Na+]. (2) The reactants are: BrC1C=C([C:10]2[N:14]=[C:13]([C:15](NCC3C=CC(OC4C=CC=CC=4)=CC=3)=O)[O:12][N:11]=2)C=C(Br)C=1O.BrC1C=C(C2N=C(C([N:48]([CH2:60][C:61](=O)[C:62]([CH3:65])(C)C)[CH2:49]C3C=CC=C(C(F)(F)F)C=3)=O)ON=2)C=C(Br)C=1O.BrC1C=C(C2ON=C(C(NCC3C=CC=C(OC(F)(F)F)C=3)=O)[N:77]=2)C=C(Br)C=1O. Given the product [CH2:62]1[CH:61]2[CH:15]([C:13]3[O:12][N:11]=[C:10]([NH2:77])[N:14]=3)[CH2:49][N:48]([CH2:60]2)[CH2:65]1, predict the reactants needed to synthesize it. (3) Given the product [Cl:1][C:2]1[CH:7]=[CH:6][CH:5]=[CH:4][C:3]=1[N:8]1[C:17](=[O:18])[C:16]2[C:11](=[CH:12][CH:13]=[C:14]([F:19])[CH:15]=2)[N:10]=[C:9]1[CH2:20][NH:25][C:24]1[CH:26]=[CH:27][CH:28]=[CH:29][C:23]=1[F:22], predict the reactants needed to synthesize it. The reactants are: [Cl:1][C:2]1[CH:7]=[CH:6][CH:5]=[CH:4][C:3]=1[N:8]1[C:17](=[O:18])[C:16]2[C:11](=[CH:12][CH:13]=[C:14]([F:19])[CH:15]=2)[N:10]=[C:9]1[CH:20]=O.[F:22][C:23]1[CH:29]=[CH:28][CH:27]=[CH:26][C:24]=1[NH2:25].C(O)(=O)C.C([BH3-])#N.[Na+]. (4) Given the product [CH:1]([C:4]1[CH:10]=[CH:9][C:7]([NH:8][C:18](=[O:20])[CH3:19])=[CH:6][CH:5]=1)([CH3:3])[CH3:2], predict the reactants needed to synthesize it. The reactants are: [CH:1]([C:4]1[CH:10]=[CH:9][C:7]([NH2:8])=[CH:6][CH:5]=1)([CH3:3])[CH3:2].C(N(CC)CC)C.[C:18](OC(=O)C)(=[O:20])[CH3:19].O.